Dataset: Reaction yield outcomes from USPTO patents with 853,638 reactions. Task: Predict the reaction yield, written as a fraction of the theoretical maximum amount of product (1.0 means a 100% yield; for example, 0.34 means a 34% yield). (1) The reactants are [CH3:1][O:2][C:3]1[CH:32]=[CH:31][C:6]([CH2:7][N:8]2[CH2:12][CH2:11][C:10]3([CH2:17][CH2:16][N:15]([CH2:18][C@@H:19]4[C@@H:23]([C:24]5[CH:29]=[CH:28][CH:27]=[CH:26][CH:25]=5)[CH2:22][NH:21][CH2:20]4)[CH2:14][CH2:13]3)[C:9]2=[O:30])=[CH:5][CH:4]=1.[CH:33]1([CH2:36][CH2:37]C(O)=O)[CH2:35][CH2:34]1.CC(C)N=C=NC(C)C.CN(C=[O:54])C. The catalyst is CN(C1C=CN=CC=1)C. The product is [CH:33]1([CH2:36][C:37]([N:21]2[CH2:22][C@H:23]([C:24]3[CH:25]=[CH:26][CH:27]=[CH:28][CH:29]=3)[C@@H:19]([CH2:18][N:15]3[CH2:16][CH2:17][C:10]4([C:9](=[O:30])[N:8]([CH2:7][C:6]5[CH:5]=[CH:4][C:3]([O:2][CH3:1])=[CH:32][CH:31]=5)[CH2:12][CH2:11]4)[CH2:13][CH2:14]3)[CH2:20]2)=[O:54])[CH2:34][CH2:35]1. The yield is 0.720. (2) The reactants are [NH2:1][C:2]1[N:7]=[C:6]([NH2:8])[C:5]([CH2:9][C:10]2[CH:23]=[C:22]([O:24][CH3:25])[C:13]([O:14][CH2:15][CH2:16][CH2:17][CH2:18][C:19](O)=[O:20])=[C:12]([O:26][CH3:27])[CH:11]=2)=[CH:4][N:3]=1.C(Cl)CCl.C1C=CC2N(O)N=NC=2C=1.[C:42]12([CH2:52][C:53]([O:55][CH2:56][CH2:57][O:58][CH2:59][CH2:60][NH2:61])=[O:54])[CH2:51][CH:46]3[CH2:47][CH:48]([CH2:50][CH:44]([CH2:45]3)[CH2:43]1)[CH2:49]2.CCN(CC)CC. The catalyst is CCOC(C)=O.CN(C=O)C. The product is [C:42]12([CH2:52][C:53]([O:55][CH2:56][CH2:57][O:58][CH2:59][CH2:60][NH:61][C:19](=[O:20])[CH2:18][CH2:17][CH2:16][CH2:15][O:14][C:13]3[C:22]([O:24][CH3:25])=[CH:23][C:10]([CH2:9][C:5]4[C:6]([NH2:8])=[N:7][C:2]([NH2:1])=[N:3][CH:4]=4)=[CH:11][C:12]=3[O:26][CH3:27])=[O:54])[CH2:49][CH:48]3[CH2:47][CH:46]([CH2:45][CH:44]([CH2:50]3)[CH2:43]1)[CH2:51]2. The yield is 0.450. (3) The reactants are Cl.Cl.Cl.[CH3:4][C:5]1[C:9]([C:10]2[C:19]3[O:18][CH2:17][C@H:16]([C:20]4[CH:25]=[CH:24][CH:23]=[CH:22][N:21]=4)[N:15]4[C:26]([N:28]5[CH2:33][CH2:32][NH:31][CH2:30][CH2:29]5)=[N:27][C:13]([C:14]=34)=[CH:12][CH:11]=2)=[C:8]([CH3:34])[O:7][N:6]=1.C(=O)([O-])[O-].[K+].[K+].Cl[CH2:42][C:43]([N:45]([CH3:47])[CH3:46])=[O:44]. The catalyst is C(Cl)Cl.CO. The product is [CH3:4][C:5]1[C:9]([C:10]2[C:19]3[O:18][CH2:17][C@H:16]([C:20]4[CH:25]=[CH:24][CH:23]=[CH:22][N:21]=4)[N:15]4[C:26]([N:28]5[CH2:33][CH2:32][N:31]([CH2:42][C:43]([N:45]([CH3:47])[CH3:46])=[O:44])[CH2:30][CH2:29]5)=[N:27][C:13]([C:14]=34)=[CH:12][CH:11]=2)=[C:8]([CH3:34])[O:7][N:6]=1. The yield is 0.300. (4) The reactants are [CH:1]1([C:7]2[C:15]3[C:10](=[CH:11][C:12]([C:16]([OH:18])=[O:17])=[CH:13][CH:14]=3)[N:9]([CH2:19][C:20](N3CCOCC3)=[O:21])[C:8]=2[C:28]2[CH:33]=[CH:32][C:31](C3C=CC(N(C)C)=CC=3)=[CH:30][CH:29]=2)[CH2:6][CH2:5][CH2:4][CH2:3][CH2:2]1.C[O:44]C(C1C=C2C(C(C3CCCCC3)=C(C3C=CC(OS(C(F)(F)F)(=O)=O)=CC=3)N2CC(N2CCOCC2)=O)=CC=1)=O.[CH3:85][O:86][C:87]1[CH:92]=[CH:91][N:90]=[CH:89][C:88]=1B(O)O. No catalyst specified. The product is [C:20]([CH2:19][N:9]1[C:10]2[C:15](=[CH:14][CH:13]=[C:12]([C:16]([OH:18])=[O:17])[CH:11]=2)[C:7]([CH:1]2[CH2:6][CH2:5][CH2:4][CH2:3][CH2:2]2)=[C:8]1[C:28]1[CH:33]=[CH:32][C:31]([C:88]2[CH:89]=[N:90][CH:91]=[CH:92][C:87]=2[O:86][CH3:85])=[CH:30][CH:29]=1)([OH:21])=[O:44]. The yield is 0.0400. (5) The reactants are [CH2:1](Br)[C:2]1[CH:7]=[CH:6][CH:5]=[CH:4][CH:3]=1.[Cl:9][C:10]1[C:11]([OH:20])=[CH:12][C:13]([OH:19])=[C:14]([C:16](=[O:18])[CH3:17])[CH:15]=1.C(=O)([O-])[O-].[K+].[K+]. The catalyst is C(#N)C. The product is [CH2:1]([O:19][C:13]1[CH:12]=[C:11]([O:20][CH2:1][C:2]2[CH:7]=[CH:6][CH:5]=[CH:4][CH:3]=2)[C:10]([Cl:9])=[CH:15][C:14]=1[C:16](=[O:18])[CH3:17])[C:2]1[CH:7]=[CH:6][CH:5]=[CH:4][CH:3]=1. The yield is 0.900.